This data is from Catalyst prediction with 721,799 reactions and 888 catalyst types from USPTO. The task is: Predict which catalyst facilitates the given reaction. (1) Reactant: [CH3:1][N:2]1[C:6]([C:7]([F:10])([F:9])[F:8])=[CH:5][C:4]([C:11]2[S:15][C:14]([C:16](Cl)=[O:17])=[CH:13][CH:12]=2)=[N:3]1.ClCCl.[NH2:22][C:23]1[S:24][CH:25]=[CH:26][N:27]=1.C(=O)(O)[O-].[Na+]. Product: [CH3:1][N:2]1[C:6]([C:7]([F:10])([F:9])[F:8])=[CH:5][C:4]([C:11]2[S:15][C:14]([C:16]([NH:22][C:23]3[S:24][CH:25]=[CH:26][N:27]=3)=[O:17])=[CH:13][CH:12]=2)=[N:3]1. The catalyst class is: 6. (2) The catalyst class is: 233. Product: [F:22][C:19]1[CH:18]=[CH:17][CH:16]=[C:15]2[C:20]=1[CH:21]=[C:13]([C:12]1[N:11]=[C:10]([C:23]3[C:24]([N:43]([CH3:48])[S:44]([CH3:47])(=[O:45])=[O:46])=[CH:25][C:26]4[O:30][C:29]([C:31]5[CH:36]=[CH:35][C:34]([F:37])=[CH:33][CH:32]=5)=[C:28]([C:38]([NH:39][CH3:40])=[O:41])[C:27]=4[CH:42]=3)[CH:9]=[N:8][C:7]=1[CH:51]=[CH2:52])[NH:14]2. Reactant: FC(F)(F)S(O[C:7]1[C:12]([C:13]2[NH:14][C:15]3[C:20]([CH:21]=2)=[C:19]([F:22])[CH:18]=[CH:17][CH:16]=3)=[N:11][C:10]([C:23]2[C:24]([N:43]([CH3:48])[S:44]([CH3:47])(=[O:46])=[O:45])=[CH:25][C:26]3[O:30][C:29]([C:31]4[CH:36]=[CH:35][C:34]([F:37])=[CH:33][CH:32]=4)=[C:28]([C:38](=[O:41])[NH:39][CH3:40])[C:27]=3[CH:42]=2)=[CH:9][N:8]=1)(=O)=O.[CH2:51]([Sn](CCCC)(CCCC)C=C)[CH2:52]CC.[Li+].[Cl-]. (3) Reactant: [Cl:1][C:2]1[CH:18]=[CH:17][C:5]([CH2:6][NH:7][C:8]([C:10]2([C:13]([F:16])([F:15])[F:14])[CH2:12][CH2:11]2)=[O:9])=[CH:4][C:3]=1[N:19]=[C:20]=S.[Cl:22][C:23]1[C:24]([N:32]2[CH2:37][CH2:36][CH:35]([C:38]3[CH:43]=[CH:42][CH:41]=[CH:40][CH:39]=3)[CH2:34][CH2:33]2)=[CH:25][C:26]([NH:30][CH3:31])=[C:27]([CH:29]=1)[NH2:28].CC(C)N=C=NC(C)C. Product: [Cl:1][C:2]1[CH:18]=[CH:17][C:5]([CH2:6][NH:7][C:8]([C:10]2([C:13]([F:16])([F:15])[F:14])[CH2:12][CH2:11]2)=[O:9])=[CH:4][C:3]=1[NH:19][C:20]1[N:30]([CH3:31])[C:26]2[CH:25]=[C:24]([N:32]3[CH2:37][CH2:36][CH:35]([C:38]4[CH:43]=[CH:42][CH:41]=[CH:40][CH:39]=4)[CH2:34][CH2:33]3)[C:23]([Cl:22])=[CH:29][C:27]=2[N:28]=1. The catalyst class is: 18.